Dataset: Full USPTO retrosynthesis dataset with 1.9M reactions from patents (1976-2016). Task: Predict the reactants needed to synthesize the given product. (1) Given the product [Br:1][C:2]1[CH:3]=[C:4]([C:8]([CH:14]2[CH2:15][CH2:16][CH2:17][CH2:18]2)([CH3:13])[C:9]([O:11][CH:12]2[CH2:25][CH2:24][N:23]([CH3:26])[CH2:22][CH2:21]2)=[O:10])[CH:5]=[CH:6][CH:7]=1, predict the reactants needed to synthesize it. The reactants are: [Br:1][C:2]1[CH:3]=[C:4]([C:8]([CH:14]2[CH2:18][CH2:17][CH2:16][CH2:15]2)([CH3:13])[C:9]([O:11][CH3:12])=[O:10])[CH:5]=[CH:6][CH:7]=1.OC1[CH2:25][CH2:24][N:23]([CH3:26])[CH2:22][CH2:21]1. (2) Given the product [F:4][C:3]([F:6])([F:5])[C:1]([OH:7])=[O:2].[NH2:36][C@@H:32]([CH:33]([CH3:35])[CH3:34])[C:31]([NH:30][NH:29][C:27](=[O:28])/[CH:26]=[CH:25]\[N:22]1[CH:23]=[N:24][C:20]([C:12]2[CH:11]=[C:10]([C:9]([F:45])([F:46])[F:8])[CH:15]=[C:14]([C:16]([F:18])([F:17])[F:19])[CH:13]=2)=[N:21]1)=[O:44], predict the reactants needed to synthesize it. The reactants are: [C:1]([OH:7])([C:3]([F:6])([F:5])[F:4])=[O:2].[F:8][C:9]([F:46])([F:45])[C:10]1[CH:11]=[C:12]([C:20]2[N:24]=[CH:23][N:22](/[CH:25]=[CH:26]\[C:27]([NH:29][NH:30][C:31](=[O:44])[C@@H:32]([NH:36]C(=O)OC(C)(C)C)[CH:33]([CH3:35])[CH3:34])=[O:28])[N:21]=2)[CH:13]=[C:14]([C:16]([F:19])([F:18])[F:17])[CH:15]=1. (3) Given the product [CH2:26]([O:25][C:23]([C:2]1[C:3]([F:17])=[C:4]2[O:8][C:7]([N:9]([CH3:11])[CH3:10])=[N:6][C:5]2=[C:12]([C:15]#[N:16])[C:13]=1[CH3:14])=[CH2:24])[CH3:27], predict the reactants needed to synthesize it. The reactants are: Br[C:2]1[C:3]([F:17])=[C:4]2[O:8][C:7]([N:9]([CH3:11])[CH3:10])=[N:6][C:5]2=[C:12]([C:15]#[N:16])[C:13]=1[CH3:14].C([Sn](CCCC)(CCCC)[C:23]([O:25][CH2:26][CH3:27])=[CH2:24])CCC. (4) Given the product [CH2:39]([NH:41][C:2]1[CH:7]=[C:6]([C:8]2[C:16]3[C:11](=[CH:12][CH:13]=[C:14]([N+:17]([O-:19])=[O:18])[CH:15]=3)[N:10]([C:20]([C:21]3[CH:22]=[CH:23][CH:24]=[CH:25][CH:26]=3)([C:33]3[CH:34]=[CH:35][CH:36]=[CH:37][CH:38]=3)[C:27]3[CH:28]=[CH:29][CH:30]=[CH:31][CH:32]=3)[N:9]=2)[CH:5]=[CH:4][N:3]=1)[CH3:40], predict the reactants needed to synthesize it. The reactants are: F[C:2]1[CH:7]=[C:6]([C:8]2[C:16]3[C:11](=[CH:12][CH:13]=[C:14]([N+:17]([O-:19])=[O:18])[CH:15]=3)[N:10]([C:20]([C:33]3[CH:38]=[CH:37][CH:36]=[CH:35][CH:34]=3)([C:27]3[CH:32]=[CH:31][CH:30]=[CH:29][CH:28]=3)[C:21]3[CH:26]=[CH:25][CH:24]=[CH:23][CH:22]=3)[N:9]=2)[CH:5]=[CH:4][N:3]=1.[CH2:39]([NH2:41])[CH3:40]. (5) Given the product [Cl:1][C:2]1[CH:7]=[CH:6][C:5]([C:8]2[CH:9]=[C:10]([C:20]([NH:27][NH:26][CH2:25][C:24]([F:29])([F:28])[F:23])=[O:22])[CH:11]=[N:12][C:13]=2[O:14][CH2:15][C:16]([F:18])([F:17])[F:19])=[CH:4][CH:3]=1, predict the reactants needed to synthesize it. The reactants are: [Cl:1][C:2]1[CH:7]=[CH:6][C:5]([C:8]2[CH:9]=[C:10]([C:20]([OH:22])=O)[CH:11]=[N:12][C:13]=2[O:14][CH2:15][C:16]([F:19])([F:18])[F:17])=[CH:4][CH:3]=1.[F:23][C:24]([F:29])([F:28])[CH2:25][NH:26][NH2:27].CN(C(ON1N=NC2C=CC=CC1=2)=[N+](C)C)C.[B-](F)(F)(F)F.CCN(C(C)C)C(C)C.